Dataset: Forward reaction prediction with 1.9M reactions from USPTO patents (1976-2016). Task: Predict the product of the given reaction. (1) Given the reactants [CH3:1][C:2]1[C:7]2[N:8]=[C:9]([NH2:11])[S:10][C:6]=2[CH:5]=[CH:4][CH:3]=1.[Cl:12][C:13]1[N:21]=[CH:20][CH:19]=[CH:18][C:14]=1[C:15](Cl)=[O:16], predict the reaction product. The product is: [Cl:12][C:13]1[N:21]=[CH:20][CH:19]=[CH:18][C:14]=1[C:15]([NH:11][C:9]1[S:10][C:6]2[CH:5]=[CH:4][CH:3]=[C:2]([CH3:1])[C:7]=2[N:8]=1)=[O:16]. (2) Given the reactants FC(F)(F)C(O)=O.[CH3:8][C:9]1[S:13][C:12]([C:14]([N:16]2[CH2:21][C:20]3([CH2:26][CH2:25][NH:24][CH2:23][CH2:22]3)[O:19][CH2:18][CH2:17]2)=[O:15])=[CH:11][CH:10]=1.[Si:27]([O:34][CH2:35][CH2:36][C:37]1[CH:38]=[C:39]([CH:42]=O)[S:40][CH:41]=1)([C:30]([CH3:33])([CH3:32])[CH3:31])([CH3:29])[CH3:28].[Si](OCCC1C=CSC=1C=O)(C(C)(C)C)(C)C.C(O[BH-](OC(=O)C)OC(=O)C)(=O)C.[Na+], predict the reaction product. The product is: [Si:27]([O:34][CH2:35][CH2:36][C:37]1[CH:38]=[C:39]([CH2:42][N:24]2[CH2:25][CH2:26][C:20]3([O:19][CH2:18][CH2:17][N:16]([C:14]([C:12]4[S:13][C:9]([CH3:8])=[CH:10][CH:11]=4)=[O:15])[CH2:21]3)[CH2:22][CH2:23]2)[S:40][CH:41]=1)([C:30]([CH3:31])([CH3:33])[CH3:32])([CH3:29])[CH3:28]. (3) Given the reactants [C:1]([O:5][C:6]([N:8]([C:25]1[C:30]([CH3:31])=[CH:29][N:28]=[C:27](Cl)[N:26]=1)[C:9]1[CH:10]=[C:11]2[C:15](=[CH:16][CH:17]=1)[N:14]([C:18]([O:20][C:21]([CH3:24])([CH3:23])[CH3:22])=[O:19])[N:13]=[CH:12]2)=[O:7])([CH3:4])([CH3:3])[CH3:2].CC1(C)C(C)(C)OB([C:41]2[CH:42]=[C:43]([CH:62]=[CH:63][CH:64]=2)[O:44][CH2:45][C:46]([NH:48][CH:49]2[CH2:54][CH2:53][N:52]([C:55]([O:57][C:58]([CH3:61])([CH3:60])[CH3:59])=[O:56])[CH2:51][CH2:50]2)=[O:47])O1.[F-].[Cs+], predict the reaction product. The product is: [C:1]([O:5][C:6]([N:8]([C:25]1[C:30]([CH3:31])=[CH:29][N:28]=[C:27]([C:63]2[CH:64]=[CH:41][CH:42]=[C:43]([O:44][CH2:45][C:46]([NH:48][CH:49]3[CH2:54][CH2:53][N:52]([C:55]([O:57][C:58]([CH3:61])([CH3:60])[CH3:59])=[O:56])[CH2:51][CH2:50]3)=[O:47])[CH:62]=2)[N:26]=1)[C:9]1[CH:10]=[C:11]2[C:15](=[CH:16][CH:17]=1)[N:14]([C:18]([O:20][C:21]([CH3:24])([CH3:23])[CH3:22])=[O:19])[N:13]=[CH:12]2)=[O:7])([CH3:4])([CH3:3])[CH3:2]. (4) Given the reactants [CH:1]([C:4]1[N:5]=[C:6]2[CH:11]=[C:10]([C:12](=[O:20])[NH:13][C:14]3[CH:19]=[CH:18][CH:17]=[CH:16][CH:15]=3)[CH:9]=[CH:8][N:7]2[C:21]=1[S:22](Cl)(=[O:24])=[O:23])([CH3:3])[CH3:2].[CH:26]1([CH:29]([NH2:33])[CH:30]2[CH2:32][CH2:31]2)[CH2:28][CH2:27]1.C(N(CC)CC)C.C(Cl)(Cl)Cl, predict the reaction product. The product is: [CH:26]1([CH:29]([CH:30]2[CH2:32][CH2:31]2)[NH:33][S:22]([C:21]2[N:7]3[CH:8]=[CH:9][C:10]([C:12]([NH:13][C:14]4[CH:19]=[CH:18][CH:17]=[CH:16][CH:15]=4)=[O:20])=[CH:11][C:6]3=[N:5][C:4]=2[CH:1]([CH3:3])[CH3:2])(=[O:24])=[O:23])[CH2:28][CH2:27]1. (5) Given the reactants [CH:1]1([NH:6][C:7]2[C:12]([CH3:13])=[C:11]([CH3:14])[N:10]=[C:9]([NH:15][CH2:16][C:17]3[CH:22]=[CH:21][CH:20]=[CH:19][N:18]=3)[N:8]=2)[CH2:5][CH2:4]CC1.[CH3:23][N:24]1C(N)=CC=[N:25]1, predict the reaction product. The product is: [CH3:13][C:12]1[C:7]([NH:6][C:1]2[N:24]([CH3:23])[N:25]=[CH:4][CH:5]=2)=[N:8][C:9]([NH:15][CH2:16][C:17]2[CH:22]=[CH:21][CH:20]=[CH:19][N:18]=2)=[N:10][C:11]=1[CH3:14].